This data is from Retrosynthesis with 50K atom-mapped reactions and 10 reaction types from USPTO. The task is: Predict the reactants needed to synthesize the given product. (1) Given the product COC(=O)c1cccn(CC(C)(C)C)c1=O, predict the reactants needed to synthesize it. The reactants are: CC(C)(C)CI.COC(=O)c1ccc[nH]c1=O. (2) Given the product CCCCCCCCCCC(=O)CCCCCNc1ccc(C(=O)OCC)cc1, predict the reactants needed to synthesize it. The reactants are: CCCCCCCCCCC(=O)CCCCCBr.CCOC(=O)c1ccc(N)cc1.